From a dataset of Forward reaction prediction with 1.9M reactions from USPTO patents (1976-2016). Predict the product of the given reaction. (1) Given the reactants [CH3:1][N:2]1[C:10]2[C:5](=[C:6]([CH3:14])[C:7]([N+:11]([O-:13])=[O:12])=[CH:8][CH:9]=2)[C:4]([C:15]2[CH2:20][CH2:19][N:18](C(OC(C)(C)C)=O)[CH2:17][CH:16]=2)=[CH:3]1.[ClH:28], predict the reaction product. The product is: [ClH:28].[CH3:1][N:2]1[C:10]2[C:5](=[C:6]([CH3:14])[C:7]([N+:11]([O-:13])=[O:12])=[CH:8][CH:9]=2)[C:4]([C:15]2[CH2:20][CH2:19][NH:18][CH2:17][CH:16]=2)=[CH:3]1. (2) Given the reactants COC1C=CC(C[N:8]2[CH:17]=[C:16]3[C:10]([CH2:11][CH:12]([CH3:29])[CH2:13][C:14]4[S:20][C:19]([NH:21][C:22]5[N:27]=[C:26]([CH3:28])[CH:25]=[CH:24][N:23]=5)=[N:18][C:15]=43)=[N:9]2)=CC=1, predict the reaction product. The product is: [CH3:28][C:26]1[CH:25]=[CH:24][N:23]=[C:22]([NH:21][C:19]2[S:20][C:14]3[CH2:13][CH:12]([CH3:29])[CH2:11][C:10]4[C:16](=[CH:17][NH:8][N:9]=4)[C:15]=3[N:18]=2)[N:27]=1. (3) Given the reactants [CH:1]1([C:4]2[C:5]([O:13][CH2:14][C:15]([F:18])([F:17])[F:16])=[CH:6][C:7]([C:10]([OH:12])=O)=[N:8][CH:9]=2)[CH2:3][CH2:2]1.O[N:20]=[C:21]([NH2:26])[C:22]([CH3:25])([CH3:24])[CH3:23], predict the reaction product. The product is: [C:22]([C:21]1[N:26]=[C:10]([C:7]2[CH:6]=[C:5]([O:13][CH2:14][C:15]([F:18])([F:17])[F:16])[C:4]([CH:1]3[CH2:2][CH2:3]3)=[CH:9][N:8]=2)[O:12][N:20]=1)([CH3:25])([CH3:24])[CH3:23]. (4) Given the reactants [O:1]=[CH:2][CH:3]=[C:4]1[CH2:7][N:6]([C:8]([O:10][C:11]([CH3:14])([CH3:13])[CH3:12])=[O:9])[CH2:5]1.[C:15]([OH:18])(=[S:17])[CH3:16], predict the reaction product. The product is: [C:15]([S:17][C:4]1([CH2:3][CH:2]=[O:1])[CH2:7][N:6]([C:8]([O:10][C:11]([CH3:14])([CH3:13])[CH3:12])=[O:9])[CH2:5]1)(=[O:18])[CH3:16]. (5) Given the reactants Br[C:2]1[CH:3]=[CH:4][C:5]([N+:8]([O-:10])=[O:9])=[N:6][CH:7]=1.[C:11]12([NH:17][C:18](=[O:24])[O:19][C:20]([CH3:23])([CH3:22])[CH3:21])[CH2:16][CH:15]1[CH2:14][NH:13][CH2:12]2, predict the reaction product. The product is: [C:20]([O:19][C:18](=[O:24])[NH:17][C:11]12[CH2:16][CH:15]1[CH2:14][N:13]([C:2]1[CH:7]=[N:6][C:5]([N+:8]([O-:10])=[O:9])=[CH:4][CH:3]=1)[CH2:12]2)([CH3:23])([CH3:21])[CH3:22]. (6) Given the reactants [Br-].[CH2:2]([P+](C1C=CC=CC=1)(C1C=CC=CC=1)C1C=CC=CC=1)[C:3]1[CH:8]=[CH:7][CH:6]=[CH:5][CH:4]=1.CC(C)([O-])C.[K+].[C:34]([O:38][C:39]([N:41]1[CH2:46][CH2:45][C:44](=O)[CH2:43][CH:42]1[CH3:48])=[O:40])([CH3:37])([CH3:36])[CH3:35], predict the reaction product. The product is: [CH:2](=[C:44]1[CH2:45][CH2:46][N:41]([C:39]([O:38][C:34]([CH3:37])([CH3:36])[CH3:35])=[O:40])[CH:42]([CH3:48])[CH2:43]1)[C:3]1[CH:4]=[CH:5][CH:6]=[CH:7][CH:8]=1. (7) Given the reactants [CH3:1][O:2][C:3]1[CH:4]=[C:5]2[C:10](=[CH:11][C:12]=1[O:13][CH2:14][CH2:15][O:16][CH3:17])[NH:9][C:8](=[O:18])[C:7]([C:19]([OH:21])=O)=[CH:6]2.[CH3:22][C:23]1[CH:28]=[CH:27][C:26]([C:29]2[N:30]=[N:31][NH:32][N:33]=2)=[CH:25][C:24]=1[NH2:34], predict the reaction product. The product is: [CH3:22][C:23]1[CH:28]=[CH:27][C:26]([C:29]2[NH:33][N:32]=[N:31][N:30]=2)=[CH:25][C:24]=1[NH:34][C:19]([C:7]1[C:8](=[O:18])[NH:9][C:10]2[C:5]([CH:6]=1)=[CH:4][C:3]([O:2][CH3:1])=[C:12]([O:13][CH2:14][CH2:15][O:16][CH3:17])[CH:11]=2)=[O:21]. (8) Given the reactants Br[C:2]1[CH:3]=[C:4]([C:8]([CH3:12])([CH3:11])[C:9]#[N:10])[CH:5]=[CH:6][CH:7]=1.[B:13](OC(C)C)([O:18]C(C)C)[O:14]C(C)C.C([Li])(C)(C)C, predict the reaction product. The product is: [C:9]([C:8]([CH3:12])([CH3:11])[C:4]1[CH:3]=[C:2]([B:13]([OH:18])[OH:14])[CH:7]=[CH:6][CH:5]=1)#[N:10]. (9) Given the reactants C1C(=O)N([Br:8])C(=O)C1.C1(P(C2C=CC=CC=2)C2C=CC=CC=2)C=CC=CC=1.N1C=CC=CC=1.[C:34]([O:38][C:39]([N:41]([C:56]([O:58][C:59]([CH3:62])([CH3:61])[CH3:60])=[O:57])[C@:42]([CH3:55])([C:47]([O:49][CH:50]1[CH2:54][CH2:53][CH2:52][CH2:51]1)=[O:48])[CH2:43][CH2:44][CH2:45]O)=[O:40])([CH3:37])([CH3:36])[CH3:35], predict the reaction product. The product is: [Br:8][CH2:45][CH2:44][CH2:43][C@@:42]([CH3:55])([C:47]([O:49][CH:50]1[CH2:54][CH2:53][CH2:52][CH2:51]1)=[O:48])[N:41]([C:56]([O:58][C:59]([CH3:62])([CH3:61])[CH3:60])=[O:57])[C:39]([O:38][C:34]([CH3:37])([CH3:36])[CH3:35])=[O:40]. (10) Given the reactants [C:1]1([C@H:11]([NH:13][CH2:14][C@@H:15]2[C@@H:19]([C:20]3[CH:25]=[CH:24][CH:23]=[C:22]([C:26]([F:29])([F:28])[F:27])[CH:21]=3)[CH2:18][N:17]([C:30](=[O:45])[CH2:31][CH2:32][CH2:33][CH2:34][C:35]([O:37]CC3C=CC=CC=3)=[O:36])[CH2:16]2)[CH3:12])[C:10]2[C:5](=[CH:6][CH:7]=[CH:8][CH:9]=2)[CH:4]=[CH:3][CH:2]=1.[OH-].[Na+], predict the reaction product. The product is: [C:1]1([C@H:11]([NH:13][CH2:14][C@@H:15]2[C@@H:19]([C:20]3[CH:25]=[CH:24][CH:23]=[C:22]([C:26]([F:29])([F:27])[F:28])[CH:21]=3)[CH2:18][N:17]([C:30](=[O:45])[CH2:31][CH2:32][CH2:33][CH2:34][C:35]([OH:37])=[O:36])[CH2:16]2)[CH3:12])[C:10]2[C:5](=[CH:6][CH:7]=[CH:8][CH:9]=2)[CH:4]=[CH:3][CH:2]=1.